From a dataset of Full USPTO retrosynthesis dataset with 1.9M reactions from patents (1976-2016). Predict the reactants needed to synthesize the given product. (1) The reactants are: [CH3:1][C:2]1[CH:7]=[C:6]([CH3:8])[NH:5][C:4](=[O:9])[C:3]=1[CH2:10][NH:11][C:12]([C:14]1[CH:22]=[C:21]([C:23]2[CH:24]=[CH:25][C:26]([N:29]3[CH2:34][CH2:33][N:32](C(OC(C)(C)C)=O)[CH2:31][CH2:30]3)=[N:27][CH:28]=2)[CH:20]=[C:19]2[C:15]=1[C:16]([CH3:45])=[N:17][N:18]2[CH:42]([CH3:44])[CH3:43])=[O:13].[ClH:46]. Given the product [ClH:46].[CH3:1][C:2]1[CH:7]=[C:6]([CH3:8])[NH:5][C:4](=[O:9])[C:3]=1[CH2:10][NH:11][C:12]([C:14]1[C:15]2[C:16]([CH3:45])=[N:17][N:18]([CH:42]([CH3:43])[CH3:44])[C:19]=2[CH:20]=[C:21]([C:23]2[CH:28]=[N:27][C:26]([N:29]3[CH2:34][CH2:33][NH:32][CH2:31][CH2:30]3)=[CH:25][CH:24]=2)[CH:22]=1)=[O:13], predict the reactants needed to synthesize it. (2) Given the product [NH2:25][C@@H:26]([CH:30]([CH3:32])[CH3:31])[C:18]([N:14]1[CH2:15][CH2:16][CH2:17][C@H:13]1[C:11]1[NH:12][C:8]([C:5]2[CH:4]=[CH:3][C:2]([Br:1])=[CH:7][CH:6]=2)=[CH:9][N:10]=1)=[O:20], predict the reactants needed to synthesize it. The reactants are: [Br:1][C:2]1[CH:7]=[CH:6][C:5]([C:8]2[NH:12][C:11]([C@@H:13]3[CH2:17][CH2:16][CH2:15][N:14]3[C:18]([O:20]C(C)(C)C)=O)=[N:10][CH:9]=2)=[CH:4][CH:3]=1.[NH2:25][C@@H:26]([CH:30]([CH3:32])[CH3:31])C(O)=O. (3) Given the product [Cl:15][C:16]1[CH:17]=[CH:18][C:19]([C:22]2[O:26][N:25]=[C:24]([CH2:27][N:10]3[CH2:9][C@H:8]([CH2:11][CH2:12][CH3:13])[NH:7][C:6](=[O:14])[C@@H:5]3[CH2:1][CH:2]([CH3:4])[CH3:3])[CH:23]=2)=[CH:20][CH:21]=1, predict the reactants needed to synthesize it. The reactants are: [CH2:1]([C@@H:5]1[NH:10][CH2:9][C@H:8]([CH2:11][CH2:12][CH3:13])[NH:7][C:6]1=[O:14])[CH:2]([CH3:4])[CH3:3].[Cl:15][C:16]1[CH:21]=[CH:20][C:19]([C:22]2[O:26][N:25]=[C:24]([CH:27]=O)[CH:23]=2)=[CH:18][CH:17]=1.C([C@@H]1N(CC2C=C(C3C=CC=CC=3)ON=2)C[C@H](CC(C)C)NC1=O)C(C)C. (4) Given the product [C:47]([O:46][C:45](=[O:51])[NH:44][C@H:41]1[CH2:40][CH2:39][C@@H:38]([NH:37][C:34]([C:22]2[C:18]3[N:19]=[CH:20][N:21]=[C:16]([C:7]4[CH:8]=[C:9]([C:12]([F:13])([F:15])[F:14])[CH:10]=[CH:11][C:6]=4[O:5][CH2:4][CH:1]4[CH2:2][CH2:3]4)[C:17]=3[N:24]([CH2:25][O:26][CH2:27][CH2:28][Si:29]([CH3:32])([CH3:30])[CH3:31])[C:23]=2[CH3:33])=[O:35])[CH2:43][CH2:42]1)([CH3:50])([CH3:48])[CH3:49], predict the reactants needed to synthesize it. The reactants are: [CH:1]1([CH2:4][O:5][C:6]2[CH:11]=[CH:10][C:9]([C:12]([F:15])([F:14])[F:13])=[CH:8][C:7]=2[C:16]2[C:17]3[N:24]([CH2:25][O:26][CH2:27][CH2:28][Si:29]([CH3:32])([CH3:31])[CH3:30])[C:23]([CH3:33])=[C:22]([C:34](O)=[O:35])[C:18]=3[N:19]=[CH:20][N:21]=2)[CH2:3][CH2:2]1.[NH2:37][C@@H:38]1[CH2:43][CH2:42][C@H:41]([NH:44][C:45](=[O:51])[O:46][C:47]([CH3:50])([CH3:49])[CH3:48])[CH2:40][CH2:39]1. (5) Given the product [N:14]1[CH:11]=[CH:12][CH:13]=[C:1]2[C:9]3[CH:8]=[CH:7][CH:6]=[CH:5][C:4]=3[CH2:3][C:2]=12, predict the reactants needed to synthesize it. The reactants are: [CH2:1]1[C:9]2[C:4](=[CH:5][CH:6]=[CH:7][CH:8]=2)[CH2:3][C:2]1=O.[CH2:11]([NH2:14])[C:12]#[CH:13].